From a dataset of Full USPTO retrosynthesis dataset with 1.9M reactions from patents (1976-2016). Predict the reactants needed to synthesize the given product. (1) Given the product [CH2:26]([O:13][C:12](=[O:14])[C:11]1[CH:15]=[CH:16][CH:17]=[CH:18][C:10]=1[C:8](=[O:9])[C:7]1[CH:19]=[CH:20][C:4]([N:3]([CH2:1][CH3:2])[CH2:22][CH3:23])=[CH:5][C:6]=1[OH:21])[C:25]#[CH:24], predict the reactants needed to synthesize it. The reactants are: [CH2:1]([N:3]([CH2:22][CH3:23])[C:4]1[CH:20]=[CH:19][C:7]([C:8]([C:10]2[CH:18]=[CH:17][CH:16]=[CH:15][C:11]=2[C:12]([OH:14])=[O:13])=[O:9])=[C:6]([OH:21])[CH:5]=1)[CH3:2].[CH2:24](O)[C:25]#[CH:26].OS(O)(=O)=O. (2) Given the product [F:21][C@@H:19]1[CH2:20][N:16]([C:14](=[O:15])[CH2:13][NH:12][C:7]23[CH2:8][CH2:9][C:4]([C:1]([NH:31][C:30]4[CH:32]=[CH:33][C:27]([O:26][C:25]([F:24])([F:34])[F:35])=[CH:28][CH:29]=4)=[O:2])([CH2:11][CH2:10]2)[CH2:5][CH2:6]3)[C@H:17]([C:22]#[N:23])[CH2:18]1, predict the reactants needed to synthesize it. The reactants are: [C:1]([C:4]12[CH2:11][CH2:10][C:7]([NH:12][CH2:13][C:14]([N:16]3[CH2:20][C@@H:19]([F:21])[CH2:18][C@H:17]3[C:22]#[N:23])=[O:15])([CH2:8][CH2:9]1)[CH2:6][CH2:5]2)(O)=[O:2].[F:24][C:25]([F:35])([F:34])[O:26][C:27]1[CH:33]=[CH:32][C:30]([NH2:31])=[CH:29][CH:28]=1.